Dataset: Reaction yield outcomes from USPTO patents with 853,638 reactions. Task: Predict the reaction yield, written as a fraction of the theoretical maximum amount of product (1.0 means a 100% yield; for example, 0.34 means a 34% yield). (1) The reactants are [CH3:1][O:2][C:3]1[CH:4]=[C:5]([CH:10]=[C:11]([O:13][CH3:14])[CH:12]=1)[C:6]([O:8]C)=O.[Li+].C[Si]([N-][Si](C)(C)C)(C)C.[Cl:25][C:26]1[N:31]=[C:30]([CH3:32])[CH:29]=[CH:28][N:27]=1. The catalyst is C1COCC1. The product is [CH3:14][O:13][C:11]1[CH:10]=[C:5]([C:6](=[O:8])[CH2:32][C:30]2[CH:29]=[CH:28][N:27]=[C:26]([Cl:25])[N:31]=2)[CH:4]=[C:3]([O:2][CH3:1])[CH:12]=1. The yield is 0.850. (2) The product is [NH2:1][C:2]1[N:3]=[C:4]([NH:14][C:13]2[CH:15]=[CH:16][C:17]([S:18][C:19]3[CH:24]=[CH:23][N:22]=[CH:21][CH:20]=3)=[C:11]([F:10])[CH:12]=2)[CH:5]=[C:6]([Cl:8])[N:7]=1. The reactants are [NH2:1][C:2]1[N:7]=[C:6]([Cl:8])[CH:5]=[C:4](Cl)[N:3]=1.[F:10][C:11]1[CH:12]=[C:13]([CH:15]=[CH:16][C:17]=1[S:18][C:19]1[CH:24]=[CH:23][N:22]=[CH:21][CH:20]=1)[NH2:14].[OH-].[NH4+]. The yield is 0.470. The catalyst is O.Cl. (3) The reactants are [CH3:1][O:2][C:3]1[CH:8]=[CH:7][C:6]([C:9]([NH:24][C:25]2[O:26][C:27]([CH3:43])([CH3:42])[C:28]([F:41])([F:40])[C@:29]([C:32]3[CH:37]=[C:36](Br)[CH:35]=[CH:34][C:33]=3[F:39])([CH3:31])[N:30]=2)([C:16]2[CH:21]=[CH:20][C:19]([O:22][CH3:23])=[CH:18][CH:17]=2)[C:10]2[CH:15]=[CH:14][CH:13]=[CH:12][CH:11]=2)=[CH:5][CH:4]=1.[F:44][C:45]([F:54])([F:53])[C:46]1[CH:52]=[CH:51][CH:50]=[CH:49][C:47]=1[NH2:48]. No catalyst specified. The product is [CH3:1][O:2][C:3]1[CH:8]=[CH:7][C:6]([C:9]([NH:24][C:25]2[O:26][C:27]([CH3:43])([CH3:42])[C:28]([F:41])([F:40])[C@:29]([C:32]3[CH:37]=[C:36]([NH:48][C:47]4[CH:49]=[CH:50][CH:51]=[CH:52][C:46]=4[C:45]([F:44])([F:53])[F:54])[CH:35]=[CH:34][C:33]=3[F:39])([CH3:31])[N:30]=2)([C:16]2[CH:21]=[CH:20][C:19]([O:22][CH3:23])=[CH:18][CH:17]=2)[C:10]2[CH:15]=[CH:14][CH:13]=[CH:12][CH:11]=2)=[CH:5][CH:4]=1. The yield is 0.370. (4) The reactants are C(OC([O:6][C:7]1[CH:12]=[CH:11][C:10]([C:13](=[C:27]2[CH2:32][C:31]([CH3:34])([CH3:33])[CH2:30][C:29]([CH3:36])([CH3:35])[CH2:28]2)[C:14]2[CH:19]=[CH:18][C:17]([C:20]#[C:21][C:22]([O:24]CC)=[O:23])=[CH:16][CH:15]=2)=[CH:9][CH:8]=1)=O)C.[OH-].[Na+].Cl. The catalyst is CCO.C1COCC1. The product is [OH:6][C:7]1[CH:12]=[CH:11][C:10]([C:13](=[C:27]2[CH2:28][C:29]([CH3:36])([CH3:35])[CH2:30][C:31]([CH3:34])([CH3:33])[CH2:32]2)[C:14]2[CH:19]=[CH:18][C:17]([C:20]#[C:21][C:22]([OH:24])=[O:23])=[CH:16][CH:15]=2)=[CH:9][CH:8]=1. The yield is 0.500. (5) The reactants are [I:1][C:2]1[CH:7]=[CH:6][C:5]([C:8]([C:10]2[CH:15]=[CH:14][C:13]([O:16]C)=[CH:12][CH:11]=2)=[O:9])=[CH:4][CH:3]=1.[Al+3].[Cl-].[Cl-].[Cl-].O. The catalyst is C1C=CC=CC=1. The product is [OH:16][C:13]1[CH:14]=[CH:15][C:10]([C:8]([C:5]2[CH:6]=[CH:7][C:2]([I:1])=[CH:3][CH:4]=2)=[O:9])=[CH:11][CH:12]=1. The yield is 0.950. (6) The reactants are [C:1]1(=[O:14])[C:6]2=[CH:7][C:8]3[CH2:9][CH2:10][CH2:11][CH2:12][C:13]=3[N:5]2[CH:4]=[CH:3][NH:2]1.[Br:15][C:16]1[CH:23]=[C:22]([F:24])[CH:21]=[C:20](Br)[C:17]=1[CH:18]=[O:19].C([O-])(=O)C.[K+].COC1C2C(=C3C(=CC=2)C(OC)=CC=N3)N=CC=1. No catalyst specified. The product is [Br:15][C:16]1[CH:23]=[C:22]([F:24])[CH:21]=[C:20]([N:2]2[CH:3]=[CH:4][N:5]3[C:13]4[CH2:12][CH2:11][CH2:10][CH2:9][C:8]=4[CH:7]=[C:6]3[C:1]2=[O:14])[C:17]=1[CH:18]=[O:19]. The yield is 0.490.